From a dataset of Reaction yield outcomes from USPTO patents with 853,638 reactions. Predict the reaction yield, written as a fraction of the theoretical maximum amount of product (1.0 means a 100% yield; for example, 0.34 means a 34% yield). (1) The reactants are [F:1][C:2]1[CH:7]=[C:6]([C:8]([F:11])([F:10])[F:9])[CH:5]=[CH:4][C:3]=1[CH:12]=O.Cl.[NH2:15][OH:16].[N:17]1[CH:22]=[CH:21][CH:20]=[CH:19][CH:18]=1. No catalyst specified. The product is [CH2:12]([N:17]1[CH2:22][CH2:21][CH:20]([C:12]([C:3]2[CH:4]=[CH:5][C:6]([C:8]([F:11])([F:10])[F:9])=[CH:7][C:2]=2[F:1])=[N:15][OH:16])[CH2:19][CH2:18]1)[C:3]1[CH:4]=[CH:5][CH:6]=[CH:7][CH:2]=1. The yield is 0.400. (2) The reactants are [C:1](Cl)(Cl)=[O:2].N#N.[CH2:7]([C@H:9]1[CH2:13][NH:12][CH2:11][C@H:10]1[C:14]1[N:18]2[C:19]3[CH:25]=[CH:24][N:23]([S:26]([C:29]4[CH:35]=[CH:34][C:32]([CH3:33])=[CH:31][CH:30]=4)(=[O:28])=[O:27])[C:20]=3[N:21]=[CH:22][C:17]2=[N:16][N:15]=1)[CH3:8].Cl.[F:37][C:38]1([F:42])[CH2:41][NH:40][CH2:39]1.C(=O)(O)[O-].[Na+]. The catalyst is C(Cl)Cl. The product is [F:37][C:38]1([F:42])[CH2:41][N:40]([C:1]([N:12]2[CH2:11][C@H:10]([C:14]3[N:18]4[C:19]5[CH:25]=[CH:24][N:23]([S:26]([C:29]6[CH:30]=[CH:31][C:32]([CH3:33])=[CH:34][CH:35]=6)(=[O:28])=[O:27])[C:20]=5[N:21]=[CH:22][C:17]4=[N:16][N:15]=3)[C@H:9]([CH2:7][CH3:8])[CH2:13]2)=[O:2])[CH2:39]1. The yield is 0.650.